From a dataset of TCR-epitope binding with 47,182 pairs between 192 epitopes and 23,139 TCRs. Binary Classification. Given a T-cell receptor sequence (or CDR3 region) and an epitope sequence, predict whether binding occurs between them. The epitope is KLNVGDYFV. The TCR CDR3 sequence is CASSLEPGVFLYSNQPQHF. Result: 1 (the TCR binds to the epitope).